This data is from Reaction yield outcomes from USPTO patents with 853,638 reactions. The task is: Predict the reaction yield, written as a fraction of the theoretical maximum amount of product (1.0 means a 100% yield; for example, 0.34 means a 34% yield). (1) The product is [F:1][C:2]1[C:3]2[N:4]([C:16]([CH:17]([N:19]3[CH:28]=[CH:27][C:26]4[N:25]=[CH:24][CH:23]=[CH:22][C:21]=4[C:20]3=[O:29])[CH3:18])=[N:15][N:14]=2)[CH:5]=[C:6]([C:8]2[CH:9]=[N:10][N:11]([CH3:13])[CH:12]=2)[CH:7]=1. The reactants are [F:1][C:2]1[C:3]([NH:14][NH:15][C:16](=O)[CH:17]([N:19]2[CH:28]=[CH:27][C:26]3[N:25]=[CH:24][CH:23]=[CH:22][C:21]=3[C:20]2=[O:29])[CH3:18])=[N:4][CH:5]=[C:6]([C:8]2[CH:9]=[N:10][N:11]([CH3:13])[CH:12]=2)[CH:7]=1.C1(P(C2C=CC=CC=2)C2C=CC=CC=2)C=CC=CC=1.[Si](N=[N+]=[N-])(C)(C)C.CCOC(/N=N/C(OCC)=O)=O. The catalyst is C1COCC1. The yield is 0.570. (2) The reactants are [Br:1][C:2]1[CH:9]=[C:8]([F:10])[C:5]([CH:6]=O)=[C:4]([F:11])[CH:3]=1.[NH:12]1[CH2:17][CH2:16][O:15][CH2:14][CH2:13]1.C(O[BH-](OC(=O)C)OC(=O)C)(=O)C.[Na+]. The catalyst is C(Cl)(Cl)Cl. The product is [Br:1][C:2]1[CH:9]=[C:8]([F:10])[C:5]([CH2:6][N:12]2[CH2:17][CH2:16][O:15][CH2:14][CH2:13]2)=[C:4]([F:11])[CH:3]=1. The yield is 0.370. (3) The reactants are [O:1]=[C:2]1[C:8]2[CH:9]=[CH:10][N:11]=[CH:12][C:7]=2[O:6][C:5]2[CH:13]=[CH:14][CH:15]=[CH:16][C:4]=2[N:3]1[CH2:17][CH2:18][O:19][C:20]1[CH:29]=[CH:28][C:23]([C:24]([O:26][CH3:27])=[O:25])=[CH:22][CH:21]=1.[CH3:30]I. The catalyst is CC(C)=O. The product is [CH3:30][N:11]1[CH2:10][CH2:9][C:8]2[C:2](=[O:1])[N:3]([CH2:17][CH2:18][O:19][C:20]3[CH:21]=[CH:22][C:23]([C:24]([O:26][CH3:27])=[O:25])=[CH:28][CH:29]=3)[C:4]3[CH:16]=[CH:15][CH:14]=[CH:13][C:5]=3[O:6][C:7]=2[CH2:12]1. The yield is 0.510. (4) The reactants are C(Cl)(=O)C(Cl)=O.CS(C)=O.[CH3:11][C:12]1[CH:13]=[C:14]([CH2:21][OH:22])[C:15]([CH2:19][OH:20])=[CH:16][C:17]=1[CH3:18].C(N(CC)CC)C. The catalyst is ClCCl.ClCCl.CS(C)=O. The product is [CH3:18][C:17]1[CH:16]=[C:15]([CH:19]=[O:20])[C:14](=[CH:13][C:12]=1[CH3:11])[CH:21]=[O:22]. The yield is 0.820.